This data is from NCI-60 drug combinations with 297,098 pairs across 59 cell lines. The task is: Regression. Given two drug SMILES strings and cell line genomic features, predict the synergy score measuring deviation from expected non-interaction effect. Drug 1: CC1=C2C(C(=O)C3(C(CC4C(C3C(C(C2(C)C)(CC1OC(=O)C(C(C5=CC=CC=C5)NC(=O)OC(C)(C)C)O)O)OC(=O)C6=CC=CC=C6)(CO4)OC(=O)C)OC)C)OC. Drug 2: CCC(=C(C1=CC=CC=C1)C2=CC=C(C=C2)OCCN(C)C)C3=CC=CC=C3.C(C(=O)O)C(CC(=O)O)(C(=O)O)O. Cell line: HL-60(TB). Synergy scores: CSS=94.3, Synergy_ZIP=26.4, Synergy_Bliss=26.5, Synergy_Loewe=-9.15, Synergy_HSA=25.8.